From a dataset of Reaction yield outcomes from USPTO patents with 853,638 reactions. Predict the reaction yield, written as a fraction of the theoretical maximum amount of product (1.0 means a 100% yield; for example, 0.34 means a 34% yield). The reactants are [C:1]([C:3]1[CH:4]=[C:5]([CH:10]=[CH:11][CH:12]=1)[C:6]([NH:8][NH2:9])=[O:7])#[N:2].C1COCC1.[Cl:18][CH2:19][C:20](Cl)=[O:21]. The catalyst is CN(C=O)C. The product is [Cl:18][CH2:19][C:20]([NH:9][NH:8][C:6](=[O:7])[C:5]1[CH:10]=[CH:11][CH:12]=[C:3]([C:1]#[N:2])[CH:4]=1)=[O:21]. The yield is 0.690.